From a dataset of Forward reaction prediction with 1.9M reactions from USPTO patents (1976-2016). Predict the product of the given reaction. (1) Given the reactants [OH:1][C:2]1[CH:7]=[CH:6][C:5](/[CH:8]=[C:9](\[CH3:13])/[C:10]([OH:12])=[O:11])=[CH:4][CH:3]=1.[CH2:14](I)[CH:15]=[CH2:16].CCO[C:21]([CH3:23])=O.[CH3:24]N(C=O)C, predict the reaction product. The product is: [CH2:14]([O:1][C:2]1[CH:3]=[CH:4][C:5](/[CH:8]=[C:9](\[CH3:13])/[C:10]([O:12][CH2:24][CH:21]=[CH2:23])=[O:11])=[CH:6][CH:7]=1)[CH:15]=[CH2:16]. (2) Given the reactants [N:1]1[CH:6]=[CH:5][CH:4]=[CH:3][C:2]=1[C:7]1[N:8]=[CH:9][N:10](C(C2C=CC=CC=2)(C2C=CC=CC=2)C2C=CC=CC=2)[CH:11]=1.Cl, predict the reaction product. The product is: [N:1]1[CH:6]=[CH:5][CH:4]=[CH:3][C:2]=1[C:7]1[N:8]=[CH:9][NH:10][CH:11]=1. (3) Given the reactants Cl[C:2]1[C:3](=[O:14])[NH:4][C:5](=[O:13])[C:6]=1[C:7]1[CH:12]=[CH:11][CH:10]=[CH:9][CH:8]=1.[F:15][C:16]([F:26])([F:25])[O:17][C:18]1[CH:24]=[CH:23][C:21]([NH2:22])=[CH:20][CH:19]=1.CN1CCCC1=O.ClCCl.C=CCCCCC, predict the reaction product. The product is: [C:7]1([C:6]2[C:5](=[O:13])[NH:4][C:3](=[O:14])[C:2]=2[NH:22][C:21]2[CH:23]=[CH:24][C:18]([O:17][C:16]([F:15])([F:25])[F:26])=[CH:19][CH:20]=2)[CH:12]=[CH:11][CH:10]=[CH:9][CH:8]=1. (4) Given the reactants [CH3:1][C:2]1[N:3]=[C:4]([C:12]2[CH:17]=[CH:16][CH:15]=[C:14]([C:18]([F:21])([F:20])[F:19])[CH:13]=2)[S:5][C:6]=1[C:7](OCC)=[O:8].[Cl-].[Ca+2].[Cl-].[BH4-].[Na+].Cl, predict the reaction product. The product is: [CH3:1][C:2]1[N:3]=[C:4]([C:12]2[CH:17]=[CH:16][CH:15]=[C:14]([C:18]([F:21])([F:19])[F:20])[CH:13]=2)[S:5][C:6]=1[CH2:7][OH:8]. (5) Given the reactants [N+:1]([C:4]1[C:5]([CH3:30])=[C:6]([CH3:29])[C:7]2[O:11][C:10]([CH2:13][N:14]3[CH2:26][CH2:25][C:24]4[C:23]5[C:18](=[CH:19][CH:20]=[CH:21][CH:22]=5)[NH:17][C:16]=4[CH2:15]3)([CH3:12])[CH2:9][C:8]=2[C:27]=1[CH3:28])([O-])=O.Cl.[OH-].[Na+], predict the reaction product. The product is: [NH2:1][C:4]1[C:5]([CH3:30])=[C:6]([CH3:29])[C:7]2[O:11][C:10]([CH2:13][N:14]3[CH2:26][CH2:25][C:24]4[C:23]5[C:18](=[CH:19][CH:20]=[CH:21][CH:22]=5)[NH:17][C:16]=4[CH2:15]3)([CH3:12])[CH2:9][C:8]=2[C:27]=1[CH3:28]. (6) Given the reactants [Cl:1][C:2]1[CH:7]=[CH:6][C:5]([N:8]2[CH:12]=[C:11]([C:13]([O:15][CH2:16][CH3:17])=[O:14])[N:10]=[C:9]2[C:18]2[CH:23]=[CH:22][C:21]([CH3:24])=[CH:20][C:19]=2[CH3:25])=[CH:4][CH:3]=1.[Br:26]N1C(=O)CCC1=O.O, predict the reaction product. The product is: [Br:26][C:12]1[N:8]([C:5]2[CH:4]=[CH:3][C:2]([Cl:1])=[CH:7][CH:6]=2)[C:9]([C:18]2[CH:23]=[CH:22][C:21]([CH3:24])=[CH:20][C:19]=2[CH3:25])=[N:10][C:11]=1[C:13]([O:15][CH2:16][CH3:17])=[O:14]. (7) Given the reactants [C:1]([O:5][C:6](=[O:50])[NH:7][CH2:8][CH2:9][C:10]1[CH:15]=[CH:14][C:13]([O:16][CH2:17]/[CH:18]=[CH:19]/[C:20]2[CH:25]=[CH:24][C:23]([O:26]CC3C=CC=CC=3)=[C:22]([C@@H:34]([C:44]3[CH:49]=[CH:48][CH:47]=[CH:46][CH:45]=3)[CH2:35][CH2:36][N:37]([CH:41]([CH3:43])[CH3:42])[CH:38]([CH3:40])[CH3:39])[CH:21]=2)=[CH:12][CH:11]=1)([CH3:4])([CH3:3])[CH3:2].[H][H], predict the reaction product. The product is: [CH:41]([N:37]([CH:38]([CH3:40])[CH3:39])[CH2:36][CH2:35][C@@H:34]([C:22]1[CH:21]=[C:20]([CH2:19][CH2:18][CH2:17][O:16][C:13]2[CH:14]=[CH:15][C:10]([CH2:9][CH2:8][NH:7][C:6](=[O:50])[O:5][C:1]([CH3:4])([CH3:3])[CH3:2])=[CH:11][CH:12]=2)[CH:25]=[CH:24][C:23]=1[OH:26])[C:44]1[CH:45]=[CH:46][CH:47]=[CH:48][CH:49]=1)([CH3:43])[CH3:42]. (8) The product is: [Cl:39][C:40]1[CH:70]=[CH:69][C:43]([CH2:44][N:45]2[C:49]3[CH:50]=[C:51]([N:55]4[CH2:60][CH2:59][N:58]([C:36](=[O:38])[CH2:35][CH:32]5[CH2:33][CH2:34]5)[CH2:57][CH2:56]4)[C:52]([F:54])=[CH:53][C:48]=3[N:47]=[C:46]2[CH2:61][O:62][C:63]2[CH:68]=[CH:67][CH:66]=[CH:65][CH:64]=2)=[CH:42][CH:41]=1. Given the reactants CN(C(ON1N=NC2C=CC=CC1=2)=[N+](C)C)C.[B-](F)(F)(F)F.C(N(C(C)C)C(C)C)C.[CH:32]1([CH2:35][C:36]([OH:38])=O)[CH2:34][CH2:33]1.[Cl:39][C:40]1[CH:70]=[CH:69][C:43]([CH2:44][N:45]2[C:49]3[CH:50]=[C:51]([N:55]4[CH2:60][CH2:59][NH:58][CH2:57][CH2:56]4)[C:52]([F:54])=[CH:53][C:48]=3[N:47]=[C:46]2[CH2:61][O:62][C:63]2[CH:68]=[CH:67][CH:66]=[CH:65][CH:64]=2)=[CH:42][CH:41]=1, predict the reaction product. (9) The product is: [CH3:39][O:40][C:41]1[CH:42]=[C:43]([CH:44]=[CH:9][CH2:8][CH2:7][CH2:6][CH2:5][C:2]([OH:4])=[O:3])[CH:46]=[CH:47][CH:48]=1. Given the reactants [Br-].[C:2]([CH2:5][CH2:6][CH2:7][CH2:8][CH2:9][P+](C1C=CC=CC=1)(C1C=CC=CC=1)C1C=CC=CC=1)([OH:4])=[O:3].[Li+].C[Si]([N-][Si](C)(C)C)(C)C.[CH3:39][O:40][C:41]1[CH:42]=[C:43]([CH:46]=[CH:47][CH:48]=1)[CH:44]=O.Cl, predict the reaction product. (10) Given the reactants [C:1]([CH:4]([CH:10]([CH3:12])[CH3:11])[C:5](OCC)=[O:6])(=O)[CH3:2].[NH2:13][C:14]([NH2:16])=[S:15], predict the reaction product. The product is: [CH3:2][C:1]1[NH:16][C:14](=[S:15])[NH:13][C:5](=[O:6])[C:4]=1[CH:10]([CH3:12])[CH3:11].